This data is from Forward reaction prediction with 1.9M reactions from USPTO patents (1976-2016). The task is: Predict the product of the given reaction. (1) Given the reactants C(O)(=O)C(C)(C)C.[C:8]1([NH:14][C:15]2[CH:27]=[CH:26][C:25]3[C:24]4[C:19](=[CH:20][CH:21]=[CH:22][CH:23]=4)[C:18](=[O:28])[C:17]=3[CH:16]=2)[CH:13]=[CH:12][CH:11]=[CH:10][CH:9]=1.C(=O)([O-])[O-].[K+].[K+].C([O-])([O-])=O.[Na+].[Na+], predict the reaction product. The product is: [CH:20]1[CH:21]=[CH:22][CH:23]=[C:24]2[C:19]=1[C:18](=[O:28])[C:17]1[C:25]2=[CH:26][C:27]2[C:9]3[C:8](=[CH:13][CH:12]=[CH:11][CH:10]=3)[NH:14][C:15]=2[CH:16]=1. (2) Given the reactants [Si:1](Cl)([C:14]([CH3:17])([CH3:16])[CH3:15])([C:8]1[CH:13]=[CH:12][CH:11]=[CH:10][CH:9]=1)[C:2]1[CH:7]=[CH:6][CH:5]=[CH:4][CH:3]=1.N1C=CN=C1.CN(C)C=O.[CH2:29]([O:36][C:37]([N:39]1[CH2:43][C@H:42]([OH:44])[CH2:41][C@@H:40]1[C:45]([OH:47])=[O:46])=[O:38])[C:30]1[CH:35]=[CH:34][CH:33]=[CH:32][CH:31]=1, predict the reaction product. The product is: [CH2:29]([O:36][C:37]([N:39]1[CH2:43][C@H:42]([O:44][Si:1]([C:14]([CH3:17])([CH3:16])[CH3:15])([C:8]2[CH:13]=[CH:12][CH:11]=[CH:10][CH:9]=2)[C:2]2[CH:7]=[CH:6][CH:5]=[CH:4][CH:3]=2)[CH2:41][C@@H:40]1[C:45]([OH:47])=[O:46])=[O:38])[C:30]1[CH:35]=[CH:34][CH:33]=[CH:32][CH:31]=1.